Dataset: Forward reaction prediction with 1.9M reactions from USPTO patents (1976-2016). Task: Predict the product of the given reaction. (1) The product is: [F:28][C:4]1[CH:3]=[C:2]([NH:1][C:36]([C:32]2[C:31](=[O:39])[N:30]([CH3:29])[CH:35]=[CH:34][CH:33]=2)=[O:37])[CH:27]=[CH:26][C:5]=1[O:6][C:7]1[CH:12]=[CH:11][N:10]=[C:9]2[CH:13]=[C:14]([C:16]3[CH:25]=[CH:24][C:19]([C:20](=[O:21])[NH:22][CH3:23])=[CH:18][CH:17]=3)[S:15][C:8]=12. Given the reactants [NH2:1][C:2]1[CH:27]=[CH:26][C:5]([O:6][C:7]2[CH:12]=[CH:11][N:10]=[C:9]3[CH:13]=[C:14]([C:16]4[CH:25]=[CH:24][C:19]([C:20]([NH:22][CH3:23])=[O:21])=[CH:18][CH:17]=4)[S:15][C:8]=23)=[C:4]([F:28])[CH:3]=1.[CH3:29][N:30]1[CH:35]=[CH:34][CH:33]=[C:32]([C:36](O)=[O:37])[C:31]1=[O:39], predict the reaction product. (2) Given the reactants Cl[C:2]([O:4][CH2:5][Cl:6])=[O:3].[CH3:7][O:8][CH2:9][CH2:10][O:11][CH2:12][CH2:13][O:14][CH2:15][CH2:16][O:17][CH2:18][CH2:19][O:20][CH2:21][CH2:22][O:23][CH2:24][CH2:25][OH:26].N1C=CC=CC=1, predict the reaction product. The product is: [C:2](=[O:3])([O:26][CH2:25][CH2:24][O:23][CH2:22][CH2:21][O:20][CH2:19][CH2:18][O:17][CH2:16][CH2:15][O:14][CH2:13][CH2:12][O:11][CH2:10][CH2:9][O:8][CH3:7])[O:4][CH2:5][Cl:6]. (3) Given the reactants [N+:1]([C:4]1[CH:9]=[CH:8][CH:7]=[CH:6][C:5]=1[CH:10]([CH3:15])[C:11]([O:13][CH3:14])=[O:12])([O-])=O.O=[C:17]1[CH2:22][CH2:21][N:20]([C:23]([O:25][C:26]([CH3:29])([CH3:28])[CH3:27])=[O:24])[CH2:19][CH2:18]1, predict the reaction product. The product is: [CH3:14][O:13][C:11](=[O:12])[CH:10]([C:5]1[CH:6]=[CH:7][CH:8]=[CH:9][C:4]=1[NH:1][CH:17]1[CH2:22][CH2:21][N:20]([C:23]([O:25][C:26]([CH3:29])([CH3:28])[CH3:27])=[O:24])[CH2:19][CH2:18]1)[CH3:15]. (4) Given the reactants [C:1]([C:5]1[NH:6][C:7]([C:10]2[CH:15]=[CH:14][C:13]([CH3:16])=[CH:12][CH:11]=2)=[CH:8][N:9]=1)([CH3:4])([CH3:3])[CH3:2].[N:17](OCCC(C)C)=[O:18].CCOC(C)=O, predict the reaction product. The product is: [C:1]([C:5]1[NH:6][C:7]([C:10]2[CH:11]=[CH:12][C:13]([CH3:16])=[CH:14][CH:15]=2)=[C:8]([N:17]=[O:18])[N:9]=1)([CH3:4])([CH3:3])[CH3:2]. (5) Given the reactants [C:1]1(B(O)O)[CH:6]=[CH:5][CH:4]=[CH:3][CH:2]=1.[F:10][C:11]1([F:17])[CH2:16][CH2:15][NH:14][CH2:13][CH2:12]1.O.O=[CH:20][C:21]([OH:23])=[O:22], predict the reaction product. The product is: [F:10][C:11]1([F:17])[CH2:16][CH2:15][N:14]([CH:20]([C:1]2[CH:6]=[CH:5][CH:4]=[CH:3][CH:2]=2)[C:21]([OH:23])=[O:22])[CH2:13][CH2:12]1. (6) Given the reactants [N+](C1C=CC([C:10]2[CH:22]=[C:21]([C:23]([O-])=[O:24])[C:20]3[C:19]4[C:14](=[CH:15][CH:16]=[CH:17][CH:18]=4)[N:13]([CH2:26][C:27]4[CH:32]=[CH:31][CH:30]=[CH:29][CH:28]=4)[C:12]=3[C:11]=2[O:33][CH3:34])=CC=1)([O-])=O.[Cl:35][C:36]1[CH:37]=[N:38][CH:39]=[C:40]([Cl:43])[C:41]=1[NH2:42].[H-].[Na+].Cl, predict the reaction product. The product is: [Cl:35][C:36]1[CH:37]=[N:38][CH:39]=[C:40]([Cl:43])[C:41]=1[NH:42][C:23]([C:21]1[C:20]2[C:19]3[C:14](=[CH:15][CH:16]=[CH:17][CH:18]=3)[N:13]([CH2:26][C:27]3[CH:28]=[CH:29][CH:30]=[CH:31][CH:32]=3)[C:12]=2[C:11]([O:33][CH3:34])=[CH:10][CH:22]=1)=[O:24]. (7) Given the reactants [C:1]([C:3]1[CH:4]=[N:5][CH:6]=[C:7]([CH:20]=1)[C:8]([N:10]=[S:11]([CH3:19])(=[O:18])[C:12]1[CH:17]=[CH:16][CH:15]=[CH:14][CH:13]=1)=[O:9])#[CH:2].Br[C:22]1[S:26][C:25]([NH:27][C:28](=[O:35])[C:29]2[CH:34]=[CH:33][CH:32]=[CH:31][CH:30]=2)=[N:24][CH:23]=1, predict the reaction product. The product is: [C:28]([NH:27][C:25]1[S:26][C:22]([C:2]#[C:1][C:3]2[CH:4]=[N:5][CH:6]=[C:7]([CH:20]=2)[C:8]([N:10]=[S:11]([CH3:19])(=[O:18])[C:12]2[CH:13]=[CH:14][CH:15]=[CH:16][CH:17]=2)=[O:9])=[CH:23][N:24]=1)(=[O:35])[C:29]1[CH:30]=[CH:31][CH:32]=[CH:33][CH:34]=1. (8) Given the reactants C(OC(=O)[NH:10][C@H:11]([C:13]1[N:17]([C:18]2[CH:23]=[CH:22][CH:21]=[CH:20][CH:19]=2)[C:16]2[C:24]([CH3:28])=[CH:25][CH:26]=[CH:27][C:15]=2[N:14]=1)[CH3:12])C1C=CC=CC=1, predict the reaction product. The product is: [CH3:28][C:24]1[C:16]2[N:17]([C:18]3[CH:23]=[CH:22][CH:21]=[CH:20][CH:19]=3)[C:13]([C@@H:11]([NH2:10])[CH3:12])=[N:14][C:15]=2[CH:27]=[CH:26][CH:25]=1. (9) Given the reactants [S:1]([O:6]C)([O:4][CH3:5])(=[O:3])=[O:2].[CH3:8][C:9]([N:21]1[CH2:26][CH2:25][O:24][CH2:23][CH2:22]1)([CH3:20])[C:10]([C:12]1[CH:17]=[CH:16][C:15]([S:18][CH3:19])=[CH:14][CH:13]=1)=[O:11].O.[C:28]1(C)C=CC=CC=1, predict the reaction product. The product is: [CH3:5][O:4][S:1]([O-:6])(=[O:3])=[O:2].[CH3:19][S+:18]([CH3:28])[C:15]1[CH:16]=[CH:17][C:12]([C:10](=[O:11])[C:9]([CH3:8])([NH+:21]2[CH2:22][CH2:23][O:24][CH2:25][CH2:26]2)[CH3:20])=[CH:13][CH:14]=1.[CH3:5][O:4][S:1]([O-:6])(=[O:3])=[O:2].